This data is from Peptide-MHC class II binding affinity with 134,281 pairs from IEDB. The task is: Regression. Given a peptide amino acid sequence and an MHC pseudo amino acid sequence, predict their binding affinity value. This is MHC class II binding data. (1) The peptide sequence is MAGAGPAPMLAAAAG. The MHC is DRB1_0901 with pseudo-sequence DRB1_0901. The binding affinity (normalized) is 0.441. (2) The peptide sequence is DRRWCFDGPRTNTIL. The MHC is DRB1_1101 with pseudo-sequence DRB1_1101. The binding affinity (normalized) is 0.260. (3) The peptide sequence is SQPATGAATVAAGAA. The MHC is HLA-DPA10201-DPB11401 with pseudo-sequence HLA-DPA10201-DPB11401. The binding affinity (normalized) is 0.108. (4) The peptide sequence is YGIFQSTFLGASQRG. The MHC is HLA-DQA10501-DQB10303 with pseudo-sequence HLA-DQA10501-DQB10303. The binding affinity (normalized) is 0.596. (5) The peptide sequence is KWHKHYLVCNYGPSG. The MHC is DRB5_0101 with pseudo-sequence DRB5_0101. The binding affinity (normalized) is 0.465. (6) The peptide sequence is LVGPTPVNVIGRNLLTQIGC. The MHC is DRB1_1101 with pseudo-sequence DRB1_1101. The binding affinity (normalized) is 0.334. (7) The binding affinity (normalized) is 0.149. The MHC is H-2-IAb with pseudo-sequence H-2-IAb. The peptide sequence is KYLEFISEAIIHVLHSR. (8) The peptide sequence is APKYVRSAKLRL. The MHC is H-2-IEd with pseudo-sequence H-2-IEd. The binding affinity (normalized) is 0.503. (9) The peptide sequence is NPGLIIGALAGS. The MHC is DRB1_0301 with pseudo-sequence DRB1_0301. The binding affinity (normalized) is 0.0129. (10) The peptide sequence is NNLMMIEQYPYVVIM. The MHC is DRB1_0101 with pseudo-sequence DRB1_0101. The binding affinity (normalized) is 0.447.